This data is from Reaction yield outcomes from USPTO patents with 853,638 reactions. The task is: Predict the reaction yield, written as a fraction of the theoretical maximum amount of product (1.0 means a 100% yield; for example, 0.34 means a 34% yield). (1) The reactants are [H-].[Na+].[O:3]=[C:4]1[NH:9][CH2:8][CH2:7][N:6]([C:10]([O:12][C:13]([CH3:16])([CH3:15])[CH3:14])=[O:11])[CH2:5]1.Br[CH2:18][C:19]#[N:20]. The catalyst is CN(C=O)C.CCOC(C)=O.O. The product is [C:19]([CH2:18][N:9]1[CH2:8][CH2:7][N:6]([C:10]([O:12][C:13]([CH3:16])([CH3:15])[CH3:14])=[O:11])[CH2:5][C:4]1=[O:3])#[N:20]. The yield is 0.760. (2) The reactants are CCN(C(C)C)C(C)C.[F:10][C:11]1[CH:19]=[CH:18][CH:17]=[C:16]([C:20]([F:23])([F:22])[F:21])[C:12]=1[C:13]([OH:15])=O.C1C=CC2N(O)N=NC=2C=1.CCN=C=NCCCN(C)C.[O:45]=[C:46]([N:63]1[CH2:68][CH2:67][NH:66][CH2:65][CH2:64]1)[CH2:47][NH:48][C:49]([C:51]1[CH:56]=[CH:55][C:54]([C:57]2[CH:62]=[CH:61][CH:60]=[CH:59][CH:58]=2)=[CH:53][CH:52]=1)=[O:50]. The catalyst is CN(C=O)C.O. The product is [F:10][C:11]1[CH:19]=[CH:18][CH:17]=[C:16]([C:20]([F:23])([F:22])[F:21])[C:12]=1[C:13]([N:66]1[CH2:65][CH2:64][N:63]([C:46](=[O:45])[CH2:47][NH:48][C:49]([C:51]2[CH:56]=[CH:55][C:54]([C:57]3[CH:62]=[CH:61][CH:60]=[CH:59][CH:58]=3)=[CH:53][CH:52]=2)=[O:50])[CH2:68][CH2:67]1)=[O:15]. The yield is 0.508. (3) The reactants are [Br:1][C:2]1[CH:3]=[CH:4][C:5]([CH3:8])=[N:6][CH:7]=1.OO.C([O-])([O-])=[O:12].[K+].[K+]. The catalyst is C(Cl)Cl.C(O)(=O)C. The product is [Br:1][C:2]1[CH:3]=[CH:4][C:5]([CH3:8])=[N+:6]([O-:12])[CH:7]=1. The yield is 0.990. (4) The yield is 0.410. The product is [C:15]1([CH:8]([C:9]2[CH:14]=[CH:13][CH:12]=[CH:11][CH:10]=2)[N:7]2[CH2:5][CH:4]=[CH:3][CH2:2]2)[CH:20]=[CH:19][CH:18]=[CH:17][CH:16]=1. The reactants are Cl[CH2:2]/[CH:3]=[CH:4]\[CH2:5]Cl.[NH2:7][CH:8]([C:15]1[CH:20]=[CH:19][CH:18]=[CH:17][CH:16]=1)[C:9]1[CH:14]=[CH:13][CH:12]=[CH:11][CH:10]=1.C([O-])(=O)C.[Na+].[I-].[K+]. The catalyst is CO. (5) The reactants are [ClH:1].C(N(CC)CCNC(C1C=CC2C(=CC=C(I)C=2)C=1)=O)C.[CH2:23]([N:25]([CH2:47][CH3:48])[CH2:26][CH2:27][NH:28][C:29]([C:31]1[C:32]2[C:37]([N:38]=[C:39]3[C:44]=1[CH:43]=[C:42]([I:45])[CH:41]=[CH:40]3)=[CH:36][CH:35]=[C:34]([I:46])[CH:33]=2)=[O:30])[CH3:24].[K+].[Br-]. No catalyst specified. The product is [ClH:1].[ClH:1].[CH2:47]([N:25]([CH2:23][CH3:24])[CH2:26][CH2:27][NH:28][C:29]([C:31]1[C:44]2[C:39]([N:38]=[C:37]3[C:32]=1[CH:33]=[C:34]([I:46])[CH:35]=[CH:36]3)=[CH:40][CH:41]=[C:42]([I:45])[CH:43]=2)=[O:30])[CH3:48]. The yield is 0.920. (6) The reactants are [CH3:1][O:2][C:3]1[CH:4]=[C:5]2[C:10](=[CH:11][C:12]=1[O:13][CH3:14])[N:9]=[CH:8][CH:7]=[C:6]2[O:15][C:16]1[CH:22]=[CH:21][C:19]([NH2:20])=[C:18]([CH3:23])[C:17]=1[CH3:24].Cl[C:26](Cl)([O:28][C:29](=[O:35])OC(Cl)(Cl)Cl)Cl.[CH:37]1([CH2:43]CO)[CH2:42][CH2:41][CH2:40][CH2:39][CH2:38]1.C(=O)(O)[O-].[Na+]. The catalyst is C(Cl)Cl.C(N(CC)CC)C.C1(C)C=CC=CC=1. The product is [CH3:1][O:2][C:3]1[CH:4]=[C:5]2[C:10](=[CH:11][C:12]=1[O:13][CH3:14])[N:9]=[CH:8][CH:7]=[C:6]2[O:15][C:16]1[CH:22]=[CH:21][C:19]([NH:20][C:29](=[O:35])[O:28][CH2:26][CH2:43][CH:37]2[CH2:42][CH2:41][CH2:40][CH2:39][CH2:38]2)=[C:18]([CH3:23])[C:17]=1[CH3:24]. The yield is 0.840.